Task: Predict the reactants needed to synthesize the given product.. Dataset: Full USPTO retrosynthesis dataset with 1.9M reactions from patents (1976-2016) The reactants are: [OH:1][C:2]1[CH:11]=[CH:10][C:9]([N+:12]([O-:14])=[O:13])=[CH:8][C:3]=1[C:4]([O:6][CH3:7])=[O:5].[Cl:15][C:16]1[CH:21]=[CH:20][CH:19]=[CH:18][C:17]=1[CH:22]([C:24]1[CH:29]=[CH:28][CH:27]=[CH:26][CH:25]=1)O.C1(C)C=CC=CC=1.C1(P(C2C=CC=CC=2)C2C=CC=CC=2)C=CC=CC=1. Given the product [Cl:15][C:16]1[CH:21]=[CH:20][CH:19]=[CH:18][C:17]=1[CH:22]([C:24]1[CH:25]=[CH:26][CH:27]=[CH:28][CH:29]=1)[O:1][C:2]1[CH:11]=[CH:10][C:9]([N+:12]([O-:14])=[O:13])=[CH:8][C:3]=1[C:4]([O:6][CH3:7])=[O:5], predict the reactants needed to synthesize it.